Dataset: Peptide-MHC class I binding affinity with 185,985 pairs from IEDB/IMGT. Task: Regression. Given a peptide amino acid sequence and an MHC pseudo amino acid sequence, predict their binding affinity value. This is MHC class I binding data. (1) The peptide sequence is RPFNNILNL. The MHC is HLA-B40:02 with pseudo-sequence HLA-B40:02. The binding affinity (normalized) is 0. (2) The peptide sequence is RSCSFKVGHH. The MHC is HLA-A03:01 with pseudo-sequence HLA-A03:01. The binding affinity (normalized) is 0.137.